This data is from B-cell epitopes from IEDB database with 3,159 antigens for binding position prediction. The task is: Token-level Classification. Given an antigen amino acid sequence, predict which amino acid positions are active epitope sites capable of antibody binding. Output is a list of indices for active positions. (1) Given the antigen sequence: MKTFLILALLAIVATTATTAVRVPVPQLQPQNPSQQQPQEQVPLVQQQQFLGQQQPFPPQQPYPQPQPFPSQQPYLQLQPFLQPQLPYSQPQPFRPQQPYPQPQPQYSQPQQPISQQQQQQQQQQQQQQQQQQQIIQQILQQQLIPCMDVVLQQHNIVHGKSQVLQQSTYQLLQELCCQHLWQIPEQSQCQAIHNVVHAIILHQQQKQQQQPSSQVSFQQPLQQYPLGQGSFRPSQQNPQAQGSVQPQQLPQFEEIRNLARK, which amino acid positions are active epitope sites? The epitope positions are: [94, 95, 96, 97, 98, 99, 100]. The amino acids at these positions are: RPQQPYP. (2) Given the antigen sequence: MSKGPAVGIDLGTTYSCVGVFQHGKVEIIANDQGNRTTPSYVAFTDTERLIGDAAKNQVAMNPTNTVFDAKRLIGRRFDDAVVQSDMKHWPFMVVNDAGRPKVQVEYKGETKSFYPEEVSSMVLTKMKEIAEAYLGKTVTNAVVTVPAYFNDSQRQATKDAGTIAGLNVLRIINEPTAAAIAYGLDKKVGAERNVLIFDLGGGTFDVSILTIEDGIFEVKSTAGDTHLGGEDFDNRMVNHFIAEFKRKHKKDISENKRAVRRLRTACERAKRTLSSSTQASIEIDSLYEGIDFYTSITRARFEELNADLFRGTLDPVEKALRDAKLDKSQIHDIVLVGGSTRIPKIQKLLQDFFNGKELNKSINPDEAVAYGAAVQAAILSGDKSENVQDLLLLDVTPLSLGIETAGGVMTVLIKRNTTIPTKQTQTFTTYSDNQPGVLIQVYEGERAMTKDNNLLGKFELTGMPGGMPGGFPGGGAPPSGGASSGPTIEEVD, which amino acid positions are active epitope sites? The epitope positions are: [452, 453, 454, 455, 456, 457, 458, 459, 460, 461, 462, 463, 464, 465, 466]. The amino acids at these positions are: NNLLGKFELTGMPGG. (3) Given the antigen sequence: GRDRQDPQQQYHRCQRRCQIQEQSPERQRQCQQRCERQYKEQQGRERGPEASPRRESKGREEEQQRHNPYYFHSQSIRSRHESEEGEVKYLERFAERTELLRGIENYRVVILDANPNTFMLPHHKDAESVIVVTRGRATLTLVSQETRESFNLECGDVIRVPAGATEYVINQDSNERLEMVKLLQPVNNPGQVREYYAAGAKSPDQSYLRVFSNDILVAALNTPRDRLERFFDQQEQREGVIIRASQEKLRALSQHAMSAGQRPWGRRSSGGPISLKSERPSYSNQFGQFFEACPEEHRQLQEMDVLVNYAEIKRGAMMVPHYNSKATVVVYVVEGTGRYEMACPHVSSQSFEDQGRREQEEEESTGRFQKVTARLARGDIFVIPAGHPIAITASQNENLRLLGFGINGENNQRNFLAGQNSIINQLEREAKELSFNMPREEIEEIFESQMESYFVPTERQSRRGQGRDHPLASILGFAFF, which amino acid positions are active epitope sites? The epitope positions are: [350, 351, 352, 353, 354, 355, 356, 357]. The amino acids at these positions are: SFEDQGRR. (4) Given the antigen sequence: MKKTIGLILILASFGSHARTEIATKNFPVSTTISKSFFAPEPRIQPSFGENVGKEGALLFSVNLTVPENVSQVTVYPVYDEDYGLGRLVNTADASQSIIYQIVDEKGKKMLKDHGAEVTPNQQITFKALNYTSGEKKISPGIYNDQVMVGYYVN, which amino acid positions are active epitope sites? The epitope positions are: [71, 72, 73, 74, 75, 76, 77]. The amino acids at these positions are: QVTVYPV. (5) Given the antigen sequence: MFAVKHCLLVVAVGALVNVSVRAAEFSGVVNQGPVDVPFSGKPLDERAVGGKGEHTPPLPDERQQEPEEPVSQRASRVAEQLFRKFLKFAENVGQHSEKAFKKAKVVAEKGFTAAKTHTVRGFKVAKEAAGRGMVTVGKKLANVESDRSTTTTQAPDSPNGLAETEVPVEPQQRAAHVPVPDFSQ, which amino acid positions are active epitope sites? The epitope positions are: [67, 68, 69, 70, 71, 72, 73, 74, 75]. The amino acids at these positions are: EEPVSQRAS. (6) Given the antigen sequence: MGQNLSTSNPLGFFPDHQLDPAFRANTANPDWDFNPNKDTWPDANKVGAGAFGLGFTPPHGGLLGWSPQAQGILETLPANPPPASTNRQSGRQPTPLSPPLRNTHPQAMQWNSTTFHQTLQDPRVRGLYFPAGGSSSGTVNPVPTTVSPISSIFSRIGDPALNMENITSGFLGPLLVLQAGFFLLTRILTIPQSLDSWWTSLNFLGGTTVCLGQNSQSPTSNHSPTSCPPTCPGYRWMCLRRFIIFLFILLLCLIFLLVLLDYQGMLPVCPLIPGSSTTSTGPCRTCTTPAQGTSMYPSCCCTKPSDGNCTCIPIPSSWAFGKFLWEWASARFSWLSLLVPFVQWFVGLSPTVWLSVIWMMWYWGPSLYSILSPFLPLLPIFFCLWVYI, which amino acid positions are active epitope sites? The epitope positions are: [81, 82, 83, 84, 85, 86, 87, 88, 89, 90, 91, 92, 93, 94, 95]. The amino acids at these positions are: PPASTNRQSGRQPTP.